Predict which catalyst facilitates the given reaction. From a dataset of Catalyst prediction with 721,799 reactions and 888 catalyst types from USPTO. Reactant: [Cl:1][C:2]1[CH:3]=[CH:4][C:5]([O:18][C:19]2[CH:24]=[C:23]([F:25])[C:22]([S:26](=[O:45])(=[O:44])[N:27](CC3C=CC(OC)=CC=3OC)[C:28]3[S:29][CH:30]=[CH:31][N:32]=3)=[CH:21][C:20]=2[Cl:46])=[C:6]([CH2:8][CH2:9][CH2:10][NH:11][CH2:12][C:13]([O:15][CH2:16][CH3:17])=[O:14])[CH:7]=1.Cl.CCCCC. Product: [Cl:1][C:2]1[CH:3]=[CH:4][C:5]([O:18][C:19]2[CH:24]=[C:23]([F:25])[C:22]([S:26](=[O:44])(=[O:45])[NH:27][C:28]3[S:29][CH:30]=[CH:31][N:32]=3)=[CH:21][C:20]=2[Cl:46])=[C:6]([CH2:8][CH2:9][CH2:10][NH:11][CH2:12][C:13]([O:15][CH2:16][CH3:17])=[O:14])[CH:7]=1. The catalyst class is: 96.